Dataset: Full USPTO retrosynthesis dataset with 1.9M reactions from patents (1976-2016). Task: Predict the reactants needed to synthesize the given product. (1) Given the product [Cl:21][C:15]1[CH:16]=[CH:17][C:18]([F:20])=[CH:19][C:14]=1[C:13]([NH:12][C:9]1[CH:10]=[CH:11][C:6]([C:5]([OH:25])=[O:4])=[CH:7][C:8]=1[O:23][CH3:24])=[O:22], predict the reactants needed to synthesize it. The reactants are: [Li+].[OH-].C[O:4][C:5](=[O:25])[C:6]1[CH:11]=[CH:10][C:9]([NH:12][C:13](=[O:22])[C:14]2[CH:19]=[C:18]([F:20])[CH:17]=[CH:16][C:15]=2[Cl:21])=[C:8]([O:23][CH3:24])[CH:7]=1. (2) Given the product [CH:35]([C:2]1[C:6]2=[N:7][C:8]([C:11]([NH:13][C:14]3[CH:15]=[N:16][CH:17]=[CH:18][C:19]=3[C@@H:20]3[CH2:25][C@H:24]([CH3:26])[CH2:23][C@H:22]([NH:27][C:28](=[O:34])[O:29][C:30]([CH3:33])([CH3:32])[CH3:31])[CH2:21]3)=[O:12])=[CH:9][CH:10]=[C:5]2[O:4][CH:3]=1)([CH3:37])[CH3:36], predict the reactants needed to synthesize it. The reactants are: Br[C:2]1[C:6]2=[N:7][C:8]([C:11]([NH:13][C:14]3[CH:15]=[N:16][CH:17]=[CH:18][C:19]=3[C@@H:20]3[CH2:25][C@H:24]([CH3:26])[CH2:23][C@H:22]([NH:27][C:28](=[O:34])[O:29][C:30]([CH3:33])([CH3:32])[CH3:31])[CH2:21]3)=[O:12])=[CH:9][CH:10]=[C:5]2[O:4][CH:3]=1.[C:35](B1OC(C)(C)C(C)(C)O1)([CH3:37])=[CH2:36].[O-]P([O-])([O-])=O.[K+].[K+].[K+].O. (3) Given the product [Cl:1][C:2]1[CH:7]=[C:6]2[NH:8][C:9](=[O:42])[C:10]3([CH:15]([C:16]4[CH:21]=[CH:20][CH:19]=[C:18]([Cl:22])[CH:17]=4)[CH2:14][C:13](=[O:23])[NH:12][CH:11]3[C:24]3[CH:29]=[C:28]([C:47]#[CH:48])[CH:27]=[CH:26][C:25]=3[O:31][C:32]3[CH:37]=[CH:36][C:35]([C:38]([O:40][CH3:41])=[O:39])=[CH:34][CH:33]=3)[C:5]2=[CH:4][CH:3]=1, predict the reactants needed to synthesize it. The reactants are: [Cl:1][C:2]1[CH:7]=[C:6]2[NH:8][C:9](=[O:42])[C:10]3([CH:15]([C:16]4[CH:21]=[CH:20][CH:19]=[C:18]([Cl:22])[CH:17]=4)[CH2:14][C:13](=[O:23])[NH:12][CH:11]3[C:24]3[CH:29]=[C:28](I)[CH:27]=[CH:26][C:25]=3[O:31][C:32]3[CH:37]=[CH:36][C:35]([C:38]([O:40][CH3:41])=[O:39])=[CH:34][CH:33]=3)[C:5]2=[CH:4][CH:3]=1.C[Si]([C:47]#[CH:48])(C)C.C(N(CC)CC)C.[OH-].[Na+]. (4) Given the product [O:44]=[C:38]1[CH:37]([N:31]2[CH2:30][C:29]3[C:33](=[CH:34][CH:35]=[C:27]([CH2:26][NH:25][C:3](=[O:5])[C:2]([F:1])([F:18])[C:6]4[CH:11]=[CH:10][CH:9]=[C:8]([N:12]5[CH2:17][CH2:16][O:15][CH2:14][CH2:13]5)[CH:7]=4)[CH:28]=3)[C:32]2=[O:36])[CH2:42][CH2:41][C:40](=[O:43])[NH:39]1, predict the reactants needed to synthesize it. The reactants are: [F:1][C:2]([F:18])([C:6]1[CH:11]=[CH:10][CH:9]=[C:8]([N:12]2[CH2:17][CH2:16][O:15][CH2:14][CH2:13]2)[CH:7]=1)[C:3]([OH:5])=O.P(Cl)(Cl)(Cl)=O.Cl.[NH2:25][CH2:26][C:27]1[CH:28]=[C:29]2[C:33](=[CH:34][CH:35]=1)[C:32](=[O:36])[N:31]([CH:37]1[CH2:42][CH2:41][C:40](=[O:43])[NH:39][C:38]1=[O:44])[CH2:30]2.C(=O)(O)[O-].[Na+].